This data is from Forward reaction prediction with 1.9M reactions from USPTO patents (1976-2016). The task is: Predict the product of the given reaction. (1) Given the reactants [NH2:1][CH:2]([C:11]1[C:16]([O:17][CH3:18])=[CH:15][CH:14]=[CH:13][C:12]=1[O:19][CH3:20])[CH2:3][CH2:4][CH2:5][CH2:6][C:7]([O:9]C)=O.[O:21]([C:28]1[CH:35]=[CH:34][C:31]([CH:32]=O)=[CH:30][CH:29]=1)[C:22]1[CH:27]=[CH:26][CH:25]=[CH:24][CH:23]=1, predict the reaction product. The product is: [CH3:20][O:19][C:12]1[CH:13]=[CH:14][CH:15]=[C:16]([O:17][CH3:18])[C:11]=1[CH:2]1[N:1]([CH2:32][C:31]2[CH:34]=[CH:35][C:28]([O:21][C:22]3[CH:23]=[CH:24][CH:25]=[CH:26][CH:27]=3)=[CH:29][CH:30]=2)[C:7](=[O:9])[CH2:6][CH2:5][CH2:4][CH2:3]1. (2) Given the reactants [CH3:1][O:2][C:3](=[O:26])[CH2:4][C@H:5]1[C:9]2[CH:10]=[CH:11][C:12]([O:14][C@H:15]3[C:23]4[C:18](=[C:19]([OH:25])[CH:20]=[CH:21][C:22]=4[F:24])[CH2:17][CH2:16]3)=[CH:13][C:8]=2[O:7][CH2:6]1.F[C:28]1[CH:33]=[CH:32][N:31]=[C:30]([C:34]([F:37])([F:36])[F:35])[CH:29]=1, predict the reaction product. The product is: [CH3:1][O:2][C:3](=[O:26])[CH2:4][C@H:5]1[C:9]2[CH:10]=[CH:11][C:12]([O:14][C@H:15]3[C:23]4[C:18](=[C:19]([O:25][C:28]5[CH:33]=[CH:32][N:31]=[C:30]([C:34]([F:37])([F:36])[F:35])[CH:29]=5)[CH:20]=[CH:21][C:22]=4[F:24])[CH2:17][CH2:16]3)=[CH:13][C:8]=2[O:7][CH2:6]1. (3) Given the reactants C[N:2](C)/[CH:3]=[CH:4]/[C:5]([C:7]1[C:12](=[O:13])[CH:11]=[CH:10][N:9]([C:14]2[CH:19]=[CH:18][CH:17]=[CH:16][CH:15]=2)[N:8]=1)=O.[F:21][C:22]1[CH:27]=[CH:26][CH:25]=[CH:24][C:23]=1[NH:28]N, predict the reaction product. The product is: [F:21][C:22]1[CH:27]=[CH:26][CH:25]=[CH:24][C:23]=1[N:28]1[C:5]([C:7]2[C:12](=[O:13])[CH:11]=[CH:10][N:9]([C:14]3[CH:19]=[CH:18][CH:17]=[CH:16][CH:15]=3)[N:8]=2)=[CH:4][CH:3]=[N:2]1. (4) The product is: [C:17]([O-:19])(=[O:18])[CH3:16].[NH4+:3].[CH2:1]([N:3]([C:8]1[C:9]([C:27]2[CH:32]=[CH:31][CH:30]=[C:29]([C:33](=[O:44])[NH:34][C:35]([C:38]3[CH:39]=[CH:40][CH:41]=[CH:42][CH:43]=3)([CH3:36])[CH3:37])[CH:28]=2)=[CH:10][C:11]2[N:12]([N:14]=[C:15]([C:20]3[CH:21]=[CH:22][C:23]([F:26])=[CH:24][CH:25]=3)[C:16]=2[C:17]([NH:47][CH3:46])=[O:18])[CH:13]=1)[S:4]([CH3:7])(=[O:6])=[O:5])[CH3:2]. Given the reactants [CH2:1]([N:3]([C:8]1[C:9]([C:27]2[CH:32]=[CH:31][CH:30]=[C:29]([C:33](=[O:44])[NH:34][C:35]([C:38]3[CH:43]=[CH:42][CH:41]=[CH:40][CH:39]=3)([CH3:37])[CH3:36])[CH:28]=2)=[CH:10][C:11]2[N:12]([N:14]=[C:15]([C:20]3[CH:25]=[CH:24][C:23]([F:26])=[CH:22][CH:21]=3)[C:16]=2[C:17]([OH:19])=[O:18])[CH:13]=1)[S:4]([CH3:7])(=[O:6])=[O:5])[CH3:2].Cl.[CH3:46][NH2:47], predict the reaction product. (5) The product is: [CH2:1]([N:8]1[CH:13]([C:14]2[CH:15]=[CH:16][CH:17]=[CH:18][CH:19]=2)[CH2:12][C:11]([CH3:21])([CH3:20])[N:10]2[N:22]=[CH:23][C:24]([S:25]([CH:28]([C:29]3[CH:34]=[CH:33][C:32]([CH3:35])=[CH:31][CH:30]=3)[CH3:36])(=[O:27])=[O:26])=[C:9]12)[C:2]1[CH:7]=[CH:6][CH:5]=[CH:4][CH:3]=1. Given the reactants [CH2:1]([N:8]1[CH:13]([C:14]2[CH:19]=[CH:18][CH:17]=[CH:16][CH:15]=2)[CH2:12][C:11]([CH3:21])([CH3:20])[N:10]2[N:22]=[CH:23][C:24]([S:25]([CH2:28][C:29]3[CH:34]=[CH:33][C:32]([CH3:35])=[CH:31][CH:30]=3)(=[O:27])=[O:26])=[C:9]12)[C:2]1[CH:7]=[CH:6][CH:5]=[CH:4][CH:3]=1.[CH2:36]([Li])CCC.IC, predict the reaction product.